Task: Predict the reactants needed to synthesize the given product.. Dataset: Full USPTO retrosynthesis dataset with 1.9M reactions from patents (1976-2016) (1) Given the product [CH3:15][C:14](=[O:16])[CH:10]([S:3][C:4]1[N:8]=[CH:7][NH:6][N:5]=1)[C:11](=[O:13])[CH3:12], predict the reactants needed to synthesize it. The reactants are: [OH-].[K+].[SH:3][C:4]1[N:8]=[CH:7][NH:6][N:5]=1.Cl[CH:10]([C:14](=[O:16])[CH3:15])[C:11](=[O:13])[CH3:12]. (2) Given the product [Cl:8][C:7]1[N:6]=[C:5]2[CH:9]=[N:10][CH:11]=[CH:12][C:4]2=[N:3][C:2]=1[NH:15][CH:16]([CH3:18])[CH3:17], predict the reactants needed to synthesize it. The reactants are: Cl[C:2]1[N:3]=[C:4]2[CH:12]=[CH:11][N:10]=[CH:9][C:5]2=[N:6][C:7]=1[Cl:8].CC[N:15](C(C)C)[CH:16]([CH3:18])[CH3:17].CC(N)C. (3) The reactants are: [CH2:1]([N:8]([CH2:27][C:28]1[CH:33]=[CH:32][C:31]([NH:34][C:35]([NH:37][C:38]2[CH:43]=[CH:42][C:41]([F:44])=[CH:40][CH:39]=2)=[O:36])=[CH:30][CH:29]=1)[CH2:9][C:10]1[CH:15]=[CH:14][C:13]([NH:16][C:17]([NH:19][C:20]2[CH:25]=[CH:24][C:23]([F:26])=[CH:22][CH:21]=2)=[O:18])=[CH:12][CH:11]=1)[C:2]1[CH:7]=[CH:6][CH:5]=[CH:4][CH:3]=1.[ClH:45]. Given the product [Cl-:45].[CH2:1]([NH+:8]([CH2:9][C:10]1[CH:15]=[CH:14][C:13]([NH:16][C:17]([NH:19][C:20]2[CH:21]=[CH:22][C:23]([F:26])=[CH:24][CH:25]=2)=[O:18])=[CH:12][CH:11]=1)[CH2:27][C:28]1[CH:33]=[CH:32][C:31]([NH:34][C:35]([NH:37][C:38]2[CH:43]=[CH:42][C:41]([F:44])=[CH:40][CH:39]=2)=[O:36])=[CH:30][CH:29]=1)[C:2]1[CH:3]=[CH:4][CH:5]=[CH:6][CH:7]=1, predict the reactants needed to synthesize it.